Dataset: Catalyst prediction with 721,799 reactions and 888 catalyst types from USPTO. Task: Predict which catalyst facilitates the given reaction. (1) Product: [NH:29]1[CH2:30][CH2:31][N:27]=[C:28]1[C:36]1[CH:37]=[CH:38][C:39]([CH2:46][CH2:47][NH:48][C:21]([C:19]2[S:18][N:17]=[C:16]([CH2:15][N:13]([S:10]([C:6]3[C:7]([CH3:9])=[CH:8][C:3]([O:2][CH3:1])=[CH:4][C:5]=3[CH3:24])(=[O:11])=[O:12])[CH3:14])[N:20]=2)=[O:23])=[CH:40][CH:41]=1. The catalyst class is: 3. Reactant: [CH3:1][O:2][C:3]1[CH:8]=[C:7]([CH3:9])[C:6]([S:10]([N:13]([CH2:15][C:16]2[N:20]=[C:19]([C:21]([OH:23])=O)[S:18][N:17]=2)[CH3:14])(=[O:12])=[O:11])=[C:5]([CH3:24])[CH:4]=1.CC[N:27]=[C:28]=[N:29][CH2:30][CH2:31]CN(C)C.[CH:36]1[CH:37]=[CH:38][C:39]2N(O)N=N[C:40]=2[CH:41]=1.[CH3:46][CH2:47][N:48](C(C)C)C(C)C. (2) The catalyst class is: 11. Product: [CH2:17]([O:16][C:11]1[CH:12]=[CH:13][CH:14]=[C:15]2[C:10]=1[CH:9]=[C:4]([C:5]([O:7][CH3:8])=[O:6])[NH:1]2)[CH3:18]. Reactant: [N:1]([C:4](=[CH:9][C:10]1[CH:15]=[CH:14][CH:13]=[CH:12][C:11]=1[O:16][CH2:17][CH3:18])[C:5]([O:7][CH3:8])=[O:6])=[N+]=[N-]. (3) Reactant: [Cl:1][C:2]1[CH:7]=[CH:6][C:5]([N+:8]([O-])=O)=[CH:4][C:3]=1[C:11]1[CH:38]=[C:37]([CH3:39])[C:14]2[N:15]=[C:16]([NH:19][C:20]3[CH:25]=[CH:24][C:23]([S:26]([NH:29][CH2:30][CH2:31][N:32]4[CH2:36][CH2:35][CH2:34][CH2:33]4)(=[O:28])=[O:27])=[CH:22][CH:21]=3)[N:17]=[N:18][C:13]=2[CH:12]=1. Product: [NH2:8][C:5]1[CH:6]=[CH:7][C:2]([Cl:1])=[C:3]([C:11]2[CH:38]=[C:37]([CH3:39])[C:14]3[N:15]=[C:16]([NH:19][C:20]4[CH:21]=[CH:22][C:23]([S:26]([NH:29][CH2:30][CH2:31][N:32]5[CH2:36][CH2:35][CH2:34][CH2:33]5)(=[O:27])=[O:28])=[CH:24][CH:25]=4)[N:17]=[N:18][C:13]=3[CH:12]=2)[CH:4]=1. The catalyst class is: 5. (4) Reactant: [N+:1]([C:4]1[CH:9]=[CH:8][CH:7]=[C:6]([N+:10]([O-])=O)[C:5]=1[CH:13]=[CH2:14])([O-:3])=[O:2].C(O)C.O.O.O.O.O.O.O.O.O.[S-2].[Na+].[Na+]. Product: [N+:1]([C:4]1[C:5]([CH:13]=[CH2:14])=[C:6]([CH:7]=[CH:8][CH:9]=1)[NH2:10])([O-:3])=[O:2]. The catalyst class is: 6. (5) Reactant: [C:1]12([C:11]3[CH:24]=[CH:23][C:14]([O:15][C:16]([CH3:22])([CH3:21])[C:17]([O:19]C)=[O:18])=[CH:13][CH:12]=3)[CH2:10][CH:5]3[CH2:6][CH:7]([CH2:9][CH:3]([CH2:4]3)[CH2:2]1)[CH2:8]2.O.[OH-].[Li+].Cl. Product: [C:1]12([C:11]3[CH:12]=[CH:13][C:14]([O:15][C:16]([CH3:21])([CH3:22])[C:17]([OH:19])=[O:18])=[CH:23][CH:24]=3)[CH2:8][CH:7]3[CH2:9][CH:3]([CH2:4][CH:5]([CH2:6]3)[CH2:10]1)[CH2:2]2. The catalyst class is: 90. (6) Reactant: [NH:1]1[CH2:5][CH2:4][CH2:3][CH:2]1[CH2:6][CH2:7][C:8]([O:10][CH2:11][CH3:12])=[O:9].Br[CH2:14][C:15]([O:17][CH3:18])=[O:16].C([O-])([O-])=O.[K+].[K+]. Product: [CH3:18][O:17][C:15](=[O:16])[CH2:14][N:1]1[CH2:5][CH2:4][CH2:3][CH:2]1[CH2:6][CH2:7][C:8]([O:10][CH2:11][CH3:12])=[O:9]. The catalyst class is: 144.